Regression. Given a peptide amino acid sequence and an MHC pseudo amino acid sequence, predict their binding affinity value. This is MHC class I binding data. From a dataset of Peptide-MHC class I binding affinity with 185,985 pairs from IEDB/IMGT. (1) The peptide sequence is NIKPSKENR. The MHC is HLA-A31:01 with pseudo-sequence HLA-A31:01. The binding affinity (normalized) is 0.418. (2) The binding affinity (normalized) is 0.0847. The peptide sequence is FVAAFDHFY. The MHC is HLA-B48:01 with pseudo-sequence HLA-B48:01. (3) The peptide sequence is LPKEACMEI. The MHC is HLA-B35:01 with pseudo-sequence HLA-B35:01. The binding affinity (normalized) is 0.0641. (4) The peptide sequence is WPISAILWF. The MHC is HLA-A68:01 with pseudo-sequence HLA-A68:01. The binding affinity (normalized) is 0. (5) The peptide sequence is QVVMTSLAL. The MHC is HLA-B35:01 with pseudo-sequence HLA-B35:01. The binding affinity (normalized) is 0.345. (6) The MHC is HLA-A02:11 with pseudo-sequence HLA-A02:11. The peptide sequence is RRAAVSTLE. The binding affinity (normalized) is 0.0847. (7) The peptide sequence is AKYEICLEK. The MHC is HLA-B08:03 with pseudo-sequence HLA-B08:03. The binding affinity (normalized) is 0.0847.